Dataset: Full USPTO retrosynthesis dataset with 1.9M reactions from patents (1976-2016). Task: Predict the reactants needed to synthesize the given product. (1) Given the product [CH3:24][O:23][C:19]1[CH:18]=[C:17]([NH:16][C:6]2[C:5]3[C:10](=[CH:11][CH:12]=[C:3]([S:40][CH2:39][C:36]4[CH:37]=[CH:38][C:33]([O:32][CH3:31])=[CH:34][CH:35]=4)[CH:4]=3)[N:9]=[CH:8][C:7]=2[C:13]([NH2:15])=[O:14])[CH:22]=[CH:21][CH:20]=1, predict the reactants needed to synthesize it. The reactants are: Cl.I[C:3]1[CH:4]=[C:5]2[C:10](=[CH:11][CH:12]=1)[N:9]=[CH:8][C:7]([C:13]([NH2:15])=[O:14])=[C:6]2[NH:16][C:17]1[CH:22]=[CH:21][CH:20]=[C:19]([O:23][CH3:24])[CH:18]=1.CC(C)([O-])C.[K+].[CH3:31][O:32][C:33]1[CH:38]=[CH:37][C:36]([CH2:39][SH:40])=[CH:35][CH:34]=1.O(C1C=CC=CC=1P(C1C=CC=CC=1)C1C=CC=CC=1)C1C=CC=CC=1P(C1C=CC=CC=1)C1C=CC=CC=1. (2) Given the product [Cl:8][C:6]1[N:5]=[CH:4][N:3]=[C:2]([NH:9][CH:10]([CH2:13][CH3:14])[CH2:11][OH:12])[CH:7]=1, predict the reactants needed to synthesize it. The reactants are: Cl[C:2]1[CH:7]=[C:6]([Cl:8])[N:5]=[CH:4][N:3]=1.[NH2:9][CH:10]([CH2:13][CH3:14])[CH2:11][OH:12]. (3) Given the product [CH3:22][C:4]1[CH:3]=[C:2]([C:28]2[CH:29]=[CH:30][CH:31]=[C:26]([O:25][C:24]([F:23])([F:35])[F:36])[CH:27]=2)[CH:7]=[C:6]([CH3:8])[C:5]=1[C:9]([N:11]1[CH2:16][CH2:15][CH:14]([N:17]2[CH2:21][CH2:20][CH2:19][CH2:18]2)[CH2:13][CH2:12]1)=[O:10], predict the reactants needed to synthesize it. The reactants are: Br[C:2]1[CH:7]=[C:6]([CH3:8])[C:5]([C:9]([N:11]2[CH2:16][CH2:15][CH:14]([N:17]3[CH2:21][CH2:20][CH2:19][CH2:18]3)[CH2:13][CH2:12]2)=[O:10])=[C:4]([CH3:22])[CH:3]=1.[F:23][C:24]([F:36])([F:35])[O:25][C:26]1[CH:27]=[C:28](B(O)O)[CH:29]=[CH:30][CH:31]=1.P([O-])([O-])([O-])=O.[K+].[K+].[K+]. (4) The reactants are: [CH2:1]([C:8]1[N:12]2[CH2:13][CH2:14][CH2:15][CH2:16][CH2:17][CH2:18][C:11]2=[N:10][N:9]=1)[C:2]1[CH:7]=[CH:6][CH:5]=[CH:4][CH:3]=1. Given the product [CH3:1][CH:2]1[CH2:7][C:1]([C:8]2[N:12]3[CH2:13][CH2:14][CH2:15][CH2:16][CH2:17][CH2:18][C:11]3=[N:10][N:9]=2)([C:2]2[CH:3]=[CH:4][CH:5]=[CH:6][CH:7]=2)[CH2:3]1, predict the reactants needed to synthesize it. (5) Given the product [Br:8][C:6]1[N:7]=[C:2]([NH:19][CH:16]([CH3:18])[CH3:17])[C:3]([NH:9][CH2:10][C:11]([O:13][CH2:14][CH3:15])=[O:12])=[N:4][CH:5]=1, predict the reactants needed to synthesize it. The reactants are: Br[C:2]1[C:3]([NH:9][CH2:10][C:11]([O:13][CH2:14][CH3:15])=[O:12])=[N:4][CH:5]=[C:6]([Br:8])[N:7]=1.[CH:16]([NH2:19])([CH3:18])[CH3:17].C(N(CC)C(C)C)(C)C.CS(C)=O. (6) Given the product [CH2:18]([O:17][C:15](=[O:16])[C@@H:14]([CH3:20])[N:5]([CH2:6][CH2:7][Cl:8])[CH2:4][CH2:3][Cl:2])[CH3:19], predict the reactants needed to synthesize it. The reactants are: Cl.[Cl:2][CH2:3][CH2:4][NH:5][CH2:6][CH2:7][Cl:8].CS(O[C@@H:14]([CH3:20])[C:15]([O:17][CH2:18][CH3:19])=[O:16])(=O)=O.FC(F)(F)S([O-])(=O)=O. (7) Given the product [Cl:1][C:2]1[CH:3]=[N:4][NH:5][C:6]=1[C:7]1[CH:8]=[C:9]([CH:14]=[CH:15][C:16]=1[CH3:17])[C:10]([OH:12])=[O:11], predict the reactants needed to synthesize it. The reactants are: [Cl:1][C:2]1[CH:3]=[N:4][NH:5][C:6]=1[C:7]1[CH:8]=[C:9]([CH:14]=[CH:15][C:16]=1[CH3:17])[C:10]([O:12]C)=[O:11]. (8) The reactants are: B(O)(O)[C@H]1N(C([C@@H](N)C(C)C)=O)CCC1.CS(O)(=O)=O.[C@H:21]([OH:30])([C:27]([OH:29])=[O:28])[C@@H:22]([OH:26])[C:23]([OH:25])=[O:24].[CH3:31][N:32]([CH3:48])[CH2:33][C@H:34]([CH3:47])[C@@:35]([C:39]1[CH:44]=[CH:43][CH:42]=[C:41]([O:45][CH3:46])[CH:40]=1)([OH:38])[CH2:36][CH3:37].[CH3:49][N:50]([CH3:66])[CH2:51][C@H:52]([CH3:65])[C@:53]([C:57]1[CH:62]=[CH:61][CH:60]=[C:59]([O:63][CH3:64])[CH:58]=1)([OH:56])[CH2:54][CH3:55].[C:67]([OH:76])(=[O:75])[CH:68]([CH:70]([C:72]([OH:74])=[O:73])[OH:71])[OH:69]. Given the product [C:23]([CH:22]([CH:21]([C:27]([OH:29])=[O:28])[OH:30])[OH:26])([OH:25])=[O:24].[CH3:48][N:32]([CH3:31])[CH2:33][CH:34]([CH3:47])[C:35]([C:39]1[CH:44]=[CH:43][CH:42]=[C:41]([O:45][CH3:46])[CH:40]=1)([OH:38])[CH2:36][CH3:37].[C:72]([CH:70]([CH:68]([C:67]([OH:76])=[O:75])[OH:69])[OH:71])([OH:74])=[O:73].[CH3:66][N:50]([CH3:49])[CH2:51][C@H:52]([CH3:65])[C@@:53]([C:57]1[CH:62]=[CH:61][CH:60]=[C:59]([O:63][CH3:64])[CH:58]=1)([OH:56])[CH2:54][CH3:55].[C:23]([CH:22]([CH:21]([C:27]([OH:29])=[O:28])[OH:30])[OH:26])([OH:25])=[O:24].[CH3:48][N:32]([CH3:31])[CH2:33][C@@H:34]([CH3:47])[C@:35]([C:39]1[CH:44]=[CH:43][CH:42]=[C:41]([O:45][CH3:46])[CH:40]=1)([OH:38])[CH2:36][CH3:37].[C:23]([CH:22]([CH:21]([C:27]([OH:29])=[O:28])[OH:30])[OH:26])([OH:25])=[O:24].[CH3:48][N:32]([CH3:31])[CH2:33][C@H:34]([CH3:47])[C@:35]([C:39]1[CH:44]=[CH:43][CH:42]=[C:41]([O:45][CH3:46])[CH:40]=1)([OH:38])[CH2:36][CH3:37], predict the reactants needed to synthesize it.